From a dataset of Catalyst prediction with 721,799 reactions and 888 catalyst types from USPTO. Predict which catalyst facilitates the given reaction. (1) Reactant: [F:1][C:2]1[CH:3]=[CH:4][C:5]2[N:14]=[C:13]([N:15]3[CH2:20][CH2:19][NH:18][C@@H:17]([CH2:21][CH2:22][C:23]4[CH:28]=[CH:27][C:26]([F:29])=[CH:25][CH:24]=4)[CH2:16]3)[C:12]3[C:11]4[CH:30]=[CH:31][CH:32]=[CH:33][C:10]=4[S:9][C:8]=3[NH:7][C:6]=2[CH:34]=1.[C:35](O[BH-](OC(=O)C)OC(=O)C)(=O)C.[Na+].C=O. Product: [F:1][C:2]1[CH:3]=[CH:4][C:5]2[N:14]=[C:13]([N:15]3[CH2:20][CH2:19][N:18]([CH3:35])[C@@H:17]([CH2:21][CH2:22][C:23]4[CH:28]=[CH:27][C:26]([F:29])=[CH:25][CH:24]=4)[CH2:16]3)[C:12]3[C:11]4[CH:30]=[CH:31][CH:32]=[CH:33][C:10]=4[S:9][C:8]=3[NH:7][C:6]=2[CH:34]=1. The catalyst class is: 68. (2) Reactant: [Cl:1][C:2]1[CH:18]=[CH:17][C:5]2[C:6](=[O:16])[C:7]3[CH:14]=[CH:13][C:12]([OH:15])=[CH:11][C:8]=3[CH2:9][CH2:10][C:4]=2[CH:3]=1.[CH3:19][C:20]1([CH3:37])[O:24][C@@H:23]([CH2:25]OS(C2C=CC(C)=CC=2)(=O)=O)[CH2:22][O:21]1.C([O-])([O-])=O.[K+].[K+]. Product: [Cl:1][C:2]1[CH:18]=[CH:17][C:5]2[C:6](=[O:16])[C:7]3[CH:14]=[CH:13][C:12]([O:15][CH2:25][C@H:23]4[CH2:22][O:21][C:20]([CH3:37])([CH3:19])[O:24]4)=[CH:11][C:8]=3[CH2:9][CH2:10][C:4]=2[CH:3]=1. The catalyst class is: 3. (3) Reactant: [O:1]1[C:10]2[C:5](=[CH:6][CH:7]=[CH:8][CH:9]=2)C(C#N)[CH2:3][CH2:2]1.[Sn](Cl)Cl.Cl.[CH3:17][C:18]([OH:20])=[O:19]. Product: [O:1]1[C:10]2[C:9](=[CH:8][CH:7]=[CH:6][CH:5]=2)[CH:17]([C:18]([OH:20])=[O:19])[CH2:3][CH2:2]1. The catalyst class is: 6. (4) Reactant: C(C1ON=C(C(N[C@H]2CSC3C=CC=CC=3N(C)C2=O)=O)C=1)C1C=CC=CC=1.ClC1C=C(C=CC=1)C(OO)=O.CCOC(C)=O.[CH2:46]([C:53]1[O:57][N:56]=[C:55]([C:58]([NH:60][C@H:61]2[CH2:67][S@:66](=[O:68])[C:65]3[CH:69]=[CH:70][CH:71]=[CH:72][C:64]=3[N:63]([CH3:73])[C:62]2=[O:74])=[O:59])[CH:54]=1)[C:47]1[CH:52]=[CH:51][CH:50]=[CH:49][CH:48]=1. Product: [CH2:46]([C:53]1[O:57][N:56]=[C:55]([C:58]([NH:60][C@H:61]2[CH2:67][S@@:66](=[O:68])[C:65]3[CH:69]=[CH:70][CH:71]=[CH:72][C:64]=3[N:63]([CH3:73])[C:62]2=[O:74])=[O:59])[CH:54]=1)[C:47]1[CH:52]=[CH:51][CH:50]=[CH:49][CH:48]=1. The catalyst class is: 2. (5) Reactant: [CH3:1][O:2][C:3]([NH:5][C@H:6]([C:20]([NH:22][CH2:23][CH2:24][C:25]([F:49])([F:48])[CH2:26][C@@H:27]([C:43]([O:45][CH2:46][CH3:47])=[O:44])[N:28](C(OC(C)(C)C)=O)C(OC(C)(C)C)=O)=[O:21])[CH:7]([C:14]1[CH:19]=[CH:18][CH:17]=[CH:16][CH:15]=1)[C:8]1[CH:13]=[CH:12][CH:11]=[CH:10][CH:9]=1)=[O:4].C1(OC)C=CC=CC=1.C(O)(C(F)(F)F)=O.C([O-])(O)=O.[Na+]. Product: [CH3:1][O:2][C:3]([NH:5][C@H:6]([C:20]([NH:22][CH2:23][CH2:24][C:25]([F:48])([F:49])[CH2:26][C@@H:27]([C:43]([O:45][CH2:46][CH3:47])=[O:44])[NH2:28])=[O:21])[CH:7]([C:14]1[CH:19]=[CH:18][CH:17]=[CH:16][CH:15]=1)[C:8]1[CH:9]=[CH:10][CH:11]=[CH:12][CH:13]=1)=[O:4]. The catalyst class is: 4. (6) Reactant: [F:1][C:2]([F:11])([F:10])[C:3]1[CH:9]=[CH:8][CH:7]=[CH:6][C:4]=1N.C([N:14](CC)CC)C.[CH:19]1([C:25](Cl)=[O:26])[CH2:24][CH2:23][CH2:22][CH2:21][CH2:20]1.[OH-].[Na+]. Product: [F:1][C:2]([F:11])([F:10])[C:3]1[CH:9]=[CH:8][CH:7]=[CH:6][C:4]=1[C:19]1([C:25]([NH2:14])=[O:26])[CH2:24][CH2:23][CH2:22][CH2:21][CH2:20]1. The catalyst class is: 232. (7) Reactant: [Br:1][C:2]1[CH:7]=[CH:6][C:5]([N:8]([CH2:19][C:20]([O:22]C)=[O:21])[C:9](=[O:18])/[CH:10]=[CH:11]/[C:12]2[CH:17]=[CH:16][CH:15]=[CH:14][CH:13]=2)=[CH:4][CH:3]=1.[OH-].[Li+].Cl. Product: [Br:1][C:2]1[CH:3]=[CH:4][C:5]([N:8]([CH2:19][C:20]([OH:22])=[O:21])[C:9](=[O:18])/[CH:10]=[CH:11]/[C:12]2[CH:17]=[CH:16][CH:15]=[CH:14][CH:13]=2)=[CH:6][CH:7]=1. The catalyst class is: 87. (8) Reactant: C(N(C(C)C)CC)(C)C.[Br:10][C:11]1[CH:12]=[C:13]([CH:17]=[CH:18][C:19]=1[F:20])[C:14]([OH:16])=O.Cl.[CH3:22][O:23][C:24](=[O:30])[C@H:25]([C@@H:27]([CH3:29])[OH:28])[NH2:26].CCN=C=NCCCN(C)C.C1C=CC2N(O)N=NC=2C=1. Product: [CH3:22][O:23][C:24](=[O:30])[C@@H:25]([NH:26][C:14](=[O:16])[C:13]1[CH:17]=[CH:18][C:19]([F:20])=[C:11]([Br:10])[CH:12]=1)[C@H:27]([OH:28])[CH3:29]. The catalyst class is: 31. (9) Reactant: C(N(CC)CC)C.Cl[C:9](OC1C=CC([N+]([O-])=O)=CC=1)=[O:10].[C:21]([NH:25][C:26]([C:28]1[CH:32]=[C:31]([C:33]2[CH:38]=[CH:37][C:36]([CH2:39][NH2:40])=[CH:35][N:34]=2)[N:30]([C:41]2[CH:46]=[CH:45][CH:44]=[CH:43][CH:42]=2)[N:29]=1)=[O:27])([CH3:24])([CH3:23])[CH3:22].[NH:47]1[CH2:52][CH2:51][O:50][CH2:49][CH2:48]1. Product: [C:21]([NH:25][C:26]([C:28]1[CH:32]=[C:31]([C:33]2[N:34]=[CH:35][C:36]([CH2:39][NH:40][C:9]([N:47]3[CH2:52][CH2:51][O:50][CH2:49][CH2:48]3)=[O:10])=[CH:37][CH:38]=2)[N:30]([C:41]2[CH:46]=[CH:45][CH:44]=[CH:43][CH:42]=2)[N:29]=1)=[O:27])([CH3:24])([CH3:22])[CH3:23]. The catalyst class is: 98.